Dataset: Full USPTO retrosynthesis dataset with 1.9M reactions from patents (1976-2016). Task: Predict the reactants needed to synthesize the given product. (1) Given the product [CH2:28]([O:35][C:36]1[CH:41]=[C:40]([C:42]([F:43])([F:44])[F:45])[CH:39]=[CH:38][C:37]=1[C:2]1[CH:7]=[C:6]([CH2:8][NH:9][C:10]([C@@H:12]2[CH2:16][C@@H:15]([F:17])[CH2:14][N:13]2[S:18]([C:21]2[CH:26]=[CH:25][C:24]([F:27])=[CH:23][CH:22]=2)(=[O:20])=[O:19])=[O:11])[CH:5]=[CH:4][N:3]=1)[C:29]1[CH:30]=[CH:31][CH:32]=[CH:33][CH:34]=1, predict the reactants needed to synthesize it. The reactants are: Br[C:2]1[CH:7]=[C:6]([CH2:8][NH:9][C:10]([C@@H:12]2[CH2:16][C@@H:15]([F:17])[CH2:14][N:13]2[S:18]([C:21]2[CH:26]=[CH:25][C:24]([F:27])=[CH:23][CH:22]=2)(=[O:20])=[O:19])=[O:11])[CH:5]=[CH:4][N:3]=1.[CH2:28]([O:35][C:36]1[CH:41]=[C:40]([C:42]([F:45])([F:44])[F:43])[CH:39]=[CH:38][C:37]=1B(O)O)[C:29]1[CH:34]=[CH:33][CH:32]=[CH:31][CH:30]=1.C([O-])([O-])=O.[Cs+].[Cs+]. (2) Given the product [CH2:19]([N:4]([CH2:1][CH2:2][CH3:3])[C:5]([C:7]1[CH:8]=[C:9]([CH:14]=[C:15]([C:17]#[CH:18])[CH:16]=1)[C:10]([OH:12])=[O:11])=[O:6])[CH2:20][CH3:21], predict the reactants needed to synthesize it. The reactants are: [CH2:1]([N:4]([CH2:19][CH2:20][CH3:21])[C:5]([C:7]1[CH:8]=[C:9]([CH:14]=[C:15]([C:17]#[CH:18])[CH:16]=1)[C:10]([O:12]C)=[O:11])=[O:6])[CH2:2][CH3:3].[OH-].[K+]. (3) Given the product [NH2:1][C:2]1[N:3]=[CH:4][C:5]([CH2:8][CH2:9][OH:10])=[N:6][C:7]=1[Br:18], predict the reactants needed to synthesize it. The reactants are: [NH2:1][C:2]1[N:3]=[CH:4][C:5]([CH2:8][CH2:9][OH:10])=[N:6][CH:7]=1.C1C(=O)N([Br:18])C(=O)C1. (4) Given the product [OH:1][C:2]1[CH:3]=[C:4]2[C:9](=[CH:10][CH:11]=1)[N:8]=[C:7]([C:12]1[CH:20]=[CH:19][C:15]([C:16]([NH:40][NH:39][C:32]([O:34][C:35]([CH3:38])([CH3:37])[CH3:36])=[O:33])=[O:17])=[CH:14][CH:13]=1)[CH:6]=[CH:5]2, predict the reactants needed to synthesize it. The reactants are: [OH:1][C:2]1[CH:3]=[C:4]2[C:9](=[CH:10][CH:11]=1)[N:8]=[C:7]([C:12]1[CH:20]=[CH:19][C:15]([C:16](O)=[O:17])=[CH:14][CH:13]=1)[CH:6]=[CH:5]2.CCN=C=NCCCN(C)C.[C:32]([NH:39][NH2:40])([O:34][C:35]([CH3:38])([CH3:37])[CH3:36])=[O:33].CCOC(C)=O.